This data is from Forward reaction prediction with 1.9M reactions from USPTO patents (1976-2016). The task is: Predict the product of the given reaction. (1) Given the reactants [C:1]1([C:7]([C:9]2[CH:14]=[CH:13][CH:12]=[CH:11][CH:10]=2)=[NH:8])[CH:6]=[CH:5][CH:4]=[CH:3][CH:2]=1.C1C=CC(P(C2C(C3C(P(C4C=CC=CC=4)C4C=CC=CC=4)=CC=C4C=3C=CC=C4)=C3C(C=CC=C3)=CC=2)C2C=CC=CC=2)=CC=1.CC(C)([O-])C.[Na+].Br[C:68]1[CH:87]=[CH:86][C:71]([CH2:72][C:73]2[C:74]([CH2:84][CH3:85])=[N:75][N:76]3[C:81]([CH3:82])=[CH:80][C:79]([CH3:83])=[N:78][C:77]=23)=[CH:70][CH:69]=1, predict the reaction product. The product is: [C:7](=[N:8][C:68]1[CH:87]=[CH:86][C:71]([CH2:72][C:73]2[C:74]([CH2:84][CH3:85])=[N:75][N:76]3[C:81]([CH3:82])=[CH:80][C:79]([CH3:83])=[N:78][C:77]=23)=[CH:70][CH:69]=1)([C:1]1[CH:2]=[CH:3][CH:4]=[CH:5][CH:6]=1)[C:9]1[CH:10]=[CH:11][CH:12]=[CH:13][CH:14]=1. (2) Given the reactants [CH:1]([C:4]1[CH:9]=[CH:8][C:7]([OH:10])=[CH:6][C:5]=1[CH3:11])([CH3:3])[CH3:2].N1C=CC=CC=1.[C:18](Cl)(=[O:20])[CH3:19], predict the reaction product. The product is: [C:18]([O:10][C:7]1[CH:8]=[CH:9][C:4]([CH:1]([CH3:3])[CH3:2])=[C:5]([CH3:11])[CH:6]=1)(=[O:20])[CH3:19]. (3) Given the reactants Br[C:2]1[CH:7]=[CH:6][CH:5]=[C:4]([N:8]2[CH2:12][CH2:11][CH2:10][CH2:9]2)[N:3]=1.[C:13]([Si:15]([CH3:18])([CH3:17])[CH3:16])#[CH:14].C(N(CC)CC)C, predict the reaction product. The product is: [N:8]1([C:4]2[CH:5]=[CH:6][CH:7]=[C:2]([C:14]#[C:13][Si:15]([CH3:18])([CH3:17])[CH3:16])[N:3]=2)[CH2:12][CH2:11][CH2:10][CH2:9]1. (4) Given the reactants [CH2:1]([NH:3][C:4](=[O:26])[NH:5][C:6]1[N:11]=[CH:10][C:9](B(O)O)=[C:8]([C:15]2[S:16][CH:17]=[C:18]([C:20]3[CH:25]=[CH:24][CH:23]=[CH:22][CH:21]=3)[N:19]=2)[CH:7]=1)[CH3:2].[N:27]1[CH:32]=[C:31](B(O)O)[CH:30]=[N:29][CH:28]=1.C(=O)(O)[O-].[Na+].O, predict the reaction product. The product is: [CH2:1]([NH:3][C:4]([NH:5][C:6]1[CH:7]=[C:8]([C:15]2[S:16][CH:17]=[C:18]([C:20]3[CH:25]=[CH:24][CH:23]=[CH:22][CH:21]=3)[N:19]=2)[C:9]([C:31]2[CH:32]=[N:27][CH:28]=[N:29][CH:30]=2)=[CH:10][N:11]=1)=[O:26])[CH3:2]. (5) Given the reactants [C:1](O[C:1](=[O:4])[CH2:2][CH3:3])(=[O:4])[CH2:2][CH3:3].[NH2:10][CH2:11][C@H:12]1[O:16][C:15](=[O:17])[N:14]([C:18]2[CH:19]=[C:20]3[C:24](=[C:25]([F:27])[CH:26]=2)[N:23]([CH2:28][CH3:29])[C:22](=[O:30])[CH2:21]3)[CH2:13]1.C(N(C(C)C)CC)(C)C, predict the reaction product. The product is: [CH2:28]([N:23]1[C:24]2[C:20](=[CH:19][C:18]([N:14]3[CH2:13][C@H:12]([CH2:11][NH:10][C:1](=[O:4])[CH2:2][CH3:3])[O:16][C:15]3=[O:17])=[CH:26][C:25]=2[F:27])[CH2:21][C:22]1=[O:30])[CH3:29]. (6) The product is: [NH2:20][C:16]1([CH2:15][NH:14][C:10]2[C:9]3[C:4](=[CH:5][CH:6]=[C:7]([Cl:13])[CH:8]=3)[N:3]=[C:2]([N:24]3[CH2:25][C:26]4[CH:31]=[CH:30][CH:29]=[CH:28][C:27]=4[S:21][CH2:22][CH2:23]3)[N:11]=2)[CH2:19][O:18][CH2:17]1. Given the reactants Cl[C:2]1[N:11]=[C:10](Cl)[C:9]2[C:4](=[CH:5][CH:6]=[C:7]([Cl:13])[CH:8]=2)[N:3]=1.[NH2:14][CH2:15][C:16]1([NH2:20])[CH2:19][O:18][CH2:17]1.[S:21]1[C:27]2[CH:28]=[CH:29][CH:30]=[CH:31][C:26]=2[CH2:25][NH:24][CH2:23][CH2:22]1, predict the reaction product. (7) Given the reactants [NH2:1][C:2]1[CH:3]=[C:4]([OH:12])[C:5](=[CH:10][CH:11]=1)[C:6]([O:8][CH3:9])=[O:7].[Cl:13][C:14]1[S:18][C:17]([S:19](Cl)(=[O:21])=[O:20])=[CH:16][CH:15]=1, predict the reaction product. The product is: [Cl:13][C:14]1[S:18][C:17]([S:19]([NH:1][C:2]2[CH:11]=[CH:10][C:5]([C:6]([O:8][CH3:9])=[O:7])=[C:4]([OH:12])[CH:3]=2)(=[O:21])=[O:20])=[CH:16][CH:15]=1. (8) The product is: [CH2:1]([O:3][C:4](=[O:18])[CH2:5][C:6]1[N:14]2[C:9]([CH:10]=[C:11]([C:15]#[N:16])[CH:12]=[CH:13]2)=[C:8]([S:31][C:28]2[CH:27]=[CH:26][C:25]([NH:24][S:21]([CH2:19][CH3:20])(=[O:23])=[O:22])=[CH:30][CH:29]=2)[C:7]=1[CH3:17])[CH3:2]. Given the reactants [CH2:1]([O:3][C:4](=[O:18])[CH2:5][C:6]1[N:14]2[C:9]([CH:10]=[C:11]([C:15]#[N:16])[CH:12]=[CH:13]2)=[CH:8][C:7]=1[CH3:17])[CH3:2].[CH2:19]([S:21]([NH:24][C:25]1[CH:30]=[CH:29][C:28]([S:31][S:31][C:28]2[CH:27]=[CH:26][C:25]([NH:24][S:21]([CH2:19][CH3:20])(=[O:23])=[O:22])=[CH:30][CH:29]=2)=[CH:27][CH:26]=1)(=[O:23])=[O:22])[CH3:20], predict the reaction product.